From a dataset of Reaction yield outcomes from USPTO patents with 853,638 reactions. Predict the reaction yield, written as a fraction of the theoretical maximum amount of product (1.0 means a 100% yield; for example, 0.34 means a 34% yield). The reactants are [C:1]([C:3]1[CH:8]=[CH:7][CH:6]=[CH:5][C:4]=1/[C:9](/[C:17]1[CH:22]=[C:21]([Cl:23])[N:20]=[C:19]([Cl:24])[CH:18]=1)=[N:10]/S(C(C)(C)C)=O)#[N:2].[CH3:25][O:26][C:27]1[CH:28]=[C:29]([Mg]Br)[CH:30]=[CH:31][CH:32]=1.Cl.C(=O)([O-])O.[Na+]. The catalyst is O1CCCC1. The product is [Cl:24][C:19]1[CH:18]=[C:17]([C:9]2([C:31]3[CH:30]=[CH:29][CH:28]=[C:27]([O:26][CH3:25])[CH:32]=3)[C:4]3[C:3](=[CH:8][CH:7]=[CH:6][CH:5]=3)[C:1]([NH2:2])=[N:10]2)[CH:22]=[C:21]([Cl:23])[N:20]=1. The yield is 0.890.